Dataset: Full USPTO retrosynthesis dataset with 1.9M reactions from patents (1976-2016). Task: Predict the reactants needed to synthesize the given product. (1) The reactants are: C(OC([N:8]([C:38]1[CH:43]=[C:42]([C:44]#[N:45])[CH:41]=[CH:40][N:39]=1)[C:9]1[N:14]=[C:13]([C:15]2[CH:16]=[N:17][CH:18]=[C:19]([N:21]3[CH2:26][CH2:25][N:24](C(OC(C)(C)C)=O)[C:23](=[O:34])[CH2:22]3)[CH:20]=2)[CH:12]=[C:11]([CH:35]2[CH2:37][CH2:36]2)[CH:10]=1)=O)(C)(C)C.CS(O)(=O)=O.C(=O)([O-])O.[Na+]. Given the product [CH:35]1([C:11]2[CH:10]=[C:9]([NH:8][C:38]3[CH:43]=[C:42]([C:44]#[N:45])[CH:41]=[CH:40][N:39]=3)[N:14]=[C:13]([C:15]3[CH:16]=[N:17][CH:18]=[C:19]([N:21]4[CH2:26][CH2:25][NH:24][C:23](=[O:34])[CH2:22]4)[CH:20]=3)[CH:12]=2)[CH2:36][CH2:37]1, predict the reactants needed to synthesize it. (2) Given the product [N:11]1([C:2]2[N:7]=[CH:6][C:5]([C:8](=[O:10])[CH3:9])=[CH:4][CH:3]=2)[CH:15]=[CH:14][N:13]=[CH:12]1, predict the reactants needed to synthesize it. The reactants are: Cl[C:2]1[N:7]=[CH:6][C:5]([C:8](=[O:10])[CH3:9])=[CH:4][CH:3]=1.[NH:11]1[CH:15]=[CH:14][N:13]=[CH:12]1. (3) Given the product [Cl:1][C:2]1[CH:3]=[C:4]([NH:10][C:11]2[CH:20]=[CH:19][C:14]([C:15]([OH:17])=[O:16])=[CH:13][N:12]=2)[C:5](=[O:9])[N:6]([CH3:8])[N:7]=1, predict the reactants needed to synthesize it. The reactants are: [Cl:1][C:2]1[CH:3]=[C:4]([NH:10][C:11]2[CH:20]=[CH:19][C:14]([C:15]([O:17]C)=[O:16])=[CH:13][N:12]=2)[C:5](=[O:9])[N:6]([CH3:8])[N:7]=1.[OH-].[Li+].C(OCC)(=O)C.[Cl-].[NH4+]. (4) Given the product [Br:1][C:2]1[CH:7]=[CH:6][C:5]([N:17]([CH2:18][CH:19]([CH3:21])[CH3:20])[CH2:16][CH:15]([CH3:22])[CH2:14][C:13]([F:12])([F:23])[F:24])=[C:4]([N+:9]([O-:11])=[O:10])[CH:3]=1, predict the reactants needed to synthesize it. The reactants are: [Br:1][C:2]1[CH:7]=[CH:6][C:5](F)=[C:4]([N+:9]([O-:11])=[O:10])[CH:3]=1.[F:12][C:13]([F:24])([F:23])[CH2:14][CH:15]([CH3:22])[CH2:16][NH:17][CH2:18][CH:19]([CH3:21])[CH3:20].O1CCCC1.CCN(C(C)C)C(C)C. (5) Given the product [NH2:14][C:11]1[CH:12]=[CH:13][C:8]([N:5]2[CH2:6][CH2:7][N:2]([CH3:1])[CH:3]([CH3:18])[CH2:4]2)=[C:9]([F:17])[CH:10]=1, predict the reactants needed to synthesize it. The reactants are: [CH3:1][N:2]1[CH2:7][CH2:6][N:5]([C:8]2[CH:13]=[CH:12][C:11]([N+:14]([O-])=O)=[CH:10][C:9]=2[F:17])[CH2:4][CH:3]1[CH3:18]. (6) Given the product [Cl:1][C:2]1[CH:3]=[C:4]2[C:8](=[CH:9][CH:10]=1)[N:7]([C:11]1[N:15]([CH3:16])[N:14]=[C:13]([CH3:17])[C:12]=1/[CH:18]=[CH:19]/[C:20]([NH:57][S:54]([NH:53][CH2:48][CH2:49][CH2:50][CH2:51][CH3:52])(=[O:56])=[O:55])=[O:22])[CH:6]=[CH:5]2, predict the reactants needed to synthesize it. The reactants are: [Cl:1][C:2]1[CH:3]=[C:4]2[C:8](=[CH:9][CH:10]=1)[N:7]([C:11]1[N:15]([CH3:16])[N:14]=[C:13]([CH3:17])[C:12]=1/[CH:18]=[CH:19]/[C:20]([OH:22])=O)[CH:6]=[CH:5]2.CC1C=CC=C([N+]([O-])=O)C=1C(OC(=O)C1C([N+]([O-])=O)=CC=CC=1C)=O.[CH2:48]([NH:53][S:54]([NH2:57])(=[O:56])=[O:55])[CH2:49][CH2:50][CH2:51][CH3:52].C(N(CC)CC)C. (7) Given the product [CH2:17]([O:24][NH:25][C:26](=[O:32])[CH2:27][CH2:28][CH2:29][CH2:30][NH:31][C:13]([C:1]1[C:11]2=[C:12]3[C:7](=[CH:8][CH:9]=[CH:10]2)[CH2:6][CH2:5][CH2:4][N:3]3[CH:2]=1)=[O:15])[C:18]1[CH:23]=[CH:22][CH:21]=[CH:20][CH:19]=1, predict the reactants needed to synthesize it. The reactants are: [C:1]1([C:13]([OH:15])=O)[C:11]2=[C:12]3[C:7](=[CH:8][CH:9]=[CH:10]2)[CH2:6][CH2:5][CH2:4][N:3]3[CH:2]=1.Cl.[CH2:17]([O:24][NH:25][C:26](=[O:32])[CH2:27][CH2:28][CH2:29][CH2:30][NH2:31])[C:18]1[CH:23]=[CH:22][CH:21]=[CH:20][CH:19]=1. (8) The reactants are: [OH:1][C:2]1[CH:15]=[CH:14][C:5]2[C:6]([CH2:9][C:10]([O:12][CH3:13])=[O:11])=[CH:7][O:8][C:4]=2[CH:3]=1.Cl[CH2:17][C:18]1[CH:23]=[CH:22][C:21]([O:24][CH2:25][CH3:26])=[CH:20][CH:19]=1.C(=O)([O-])[O-].[K+].[K+].O. Given the product [CH2:25]([O:24][C:21]1[CH:22]=[CH:23][C:18]([CH2:17][O:1][C:2]2[CH:15]=[CH:14][C:5]3[C:6]([CH2:9][C:10]([O:12][CH3:13])=[O:11])=[CH:7][O:8][C:4]=3[CH:3]=2)=[CH:19][CH:20]=1)[CH3:26], predict the reactants needed to synthesize it. (9) Given the product [CH3:32][N:31]1[CH:25]2[CH2:26][CH2:27][CH2:28][CH:29]1[CH2:30][CH:23]([NH:22][C:17]([C:13]1[CH:14]=[CH:15][CH:16]=[C:10]3[O:9][C:8]([C:5]4[CH:4]=[CH:3][C:2]([Cl:1])=[CH:7][CH:6]=4)=[N:12][C:11]=13)=[O:19])[CH2:24]2, predict the reactants needed to synthesize it. The reactants are: [Cl:1][C:2]1[CH:7]=[CH:6][C:5]([C:8]2[O:9][C:10]3[C:11](=[C:13]([C:17]([OH:19])=O)[CH:14]=[CH:15][CH:16]=3)[N:12]=2)=[CH:4][CH:3]=1.Cl.Cl.[NH2:22][CH:23]1[CH2:30][CH:29]2[N:31]([CH3:32])[CH:25]([CH2:26][CH2:27][CH2:28]2)[CH2:24]1. (10) The reactants are: [CH2:1]([O:8][N:9]=[C:10]1[CH2:14][N:13]([C:15]([O:17]C(C)(C)C)=O)[C@H:12]([C:22]([OH:24])=O)[CH2:11]1)[C:2]1[CH:7]=[CH:6][CH:5]=[CH:4][CH:3]=1.[O:25]=[C:26]1[C:31](C(Cl)=O)=[CH:30][CH:29]=[C:28]([CH2:35][CH2:36][CH2:37][CH2:38][CH3:39])[O:27]1.[CH3:40][O:41][C:42]1[CH:47]=[C:46]([O:48][CH3:49])[N:45]=[C:44]([NH2:50])[N:43]=1. Given the product [CH2:1]([O:8][N:9]=[C:10]1[CH2:14][N:13]([C:15]([C:31]2[C:26](=[O:25])[O:27][C:28]([CH2:35][CH2:36][CH2:37][CH2:38][CH3:39])=[CH:29][CH:30]=2)=[O:17])[C@H:12]([C:22]([NH:50][C:44]2[N:43]=[C:42]([O:41][CH3:40])[CH:47]=[C:46]([O:48][CH3:49])[N:45]=2)=[O:24])[CH2:11]1)[C:2]1[CH:3]=[CH:4][CH:5]=[CH:6][CH:7]=1, predict the reactants needed to synthesize it.